Dataset: Forward reaction prediction with 1.9M reactions from USPTO patents (1976-2016). Task: Predict the product of the given reaction. (1) Given the reactants C(OC(=O)[NH:7][C:8]1[CH:13]=[CH:12][C:11]([O:14][CH3:15])=[CH:10][C:9]=1[NH:16][C:17](=[O:33])[CH2:18][C:19](=O)[C:20]1[CH:25]=[CH:24][CH:23]=[C:22]([C:26]2[CH:31]=[CH:30][N:29]=[CH:28][CH:27]=2)[CH:21]=1)(C)(C)C.C(O)(C(F)(F)F)=O, predict the reaction product. The product is: [CH3:15][O:14][C:11]1[CH:12]=[CH:13][C:8]2[N:7]=[C:19]([C:20]3[CH:25]=[CH:24][CH:23]=[C:22]([C:26]4[CH:31]=[CH:30][N:29]=[CH:28][CH:27]=4)[CH:21]=3)[CH2:18][C:17](=[O:33])[NH:16][C:9]=2[CH:10]=1. (2) Given the reactants C(OC([N:8]=[C:9]1[N:13]([CH2:14][CH2:15][CH2:16][O:17][C:18]2[CH:19]=[C:20]([CH:24]=[CH:25][CH:26]=2)[C:21]([OH:23])=[O:22])[C:12]2[CH:27]=[CH:28][CH:29]=[CH:30][C:11]=2[N:10]1[CH2:31][C:32]1[CH:37]=[CH:36][CH:35]=[C:34]([N:38]2[CH2:43][CH2:42][N:41]([CH2:44][C:45]3[CH2:50][C:49]([CH3:52])([CH3:51])[CH2:48][CH2:47][C:46]=3[C:53]3[CH:58]=[CH:57][C:56]([Cl:59])=[CH:55][CH:54]=3)[CH2:40][CH2:39]2)[CH:33]=1)=O)(C)(C)C.C(O)(C(F)(F)F)=O, predict the reaction product. The product is: [Cl:59][C:56]1[CH:55]=[CH:54][C:53]([C:46]2[CH2:47][CH2:48][C:49]([CH3:52])([CH3:51])[CH2:50][C:45]=2[CH2:44][N:41]2[CH2:40][CH2:39][N:38]([C:34]3[CH:33]=[C:32]([CH:37]=[CH:36][CH:35]=3)[CH2:31][N:10]3[C:11]4[CH:30]=[CH:29][CH:28]=[CH:27][C:12]=4[N:13]([CH2:14][CH2:15][CH2:16][O:17][C:18]4[CH:19]=[C:20]([CH:24]=[CH:25][CH:26]=4)[C:21]([OH:23])=[O:22])[C:9]3=[NH:8])[CH2:43][CH2:42]2)=[CH:58][CH:57]=1. (3) The product is: [NH2:1][C:2]1[N:3]=[C:4]([C:20]2[CH:21]=[C:22]([O:26][CH2:27][C@@H:28]([NH:31][C:32]([NH2:41])=[NH:33])[CH2:29][CH3:30])[CH:23]=[N:24][CH:25]=2)[CH:5]=[C:6]2[C:11]=1[CH:10]=[N:9][C:8]1[CH:12]=[C:13]([O:18][CH3:19])[C:14]([O:16][CH3:17])=[CH:15][C:7]2=1. Given the reactants [NH2:1][C:2]1[N:3]=[C:4]([C:20]2[CH:21]=[C:22]([O:26][CH2:27][C@@H:28]([NH:31][C:32]([NH:41]C(OC(C)(C)C)=O)=[N:33]C(=O)OC(C)(C)C)[CH2:29][CH3:30])[CH:23]=[N:24][CH:25]=2)[CH:5]=[C:6]2[C:11]=1[CH:10]=[N:9][C:8]1[CH:12]=[C:13]([O:18][CH3:19])[C:14]([O:16][CH3:17])=[CH:15][C:7]2=1.Cl, predict the reaction product. (4) Given the reactants O[C:2]1[CH:10]=[C:9]2[C:5]([CH:6]=[CH:7][NH:8]2)=[CH:4][CH:3]=1.C1C=CC(N([S:18]([C:21]([F:24])([F:23])[F:22])(=[O:20])=[O:19])[S:18]([C:21]([F:24])([F:23])[F:22])(=[O:20])=[O:19])=CC=1.C(N(CC)CC)C, predict the reaction product. The product is: [F:22][C:21]([F:24])([F:23])[S:18]([C:2]1[CH:10]=[C:9]2[C:5]([CH:6]=[CH:7][NH:8]2)=[CH:4][CH:3]=1)(=[O:20])=[O:19]. (5) Given the reactants [CH3:1][Mg]Br.COC(=O)[C:7]1[CH:12]=[CH:11][CH:10]=[C:9]([Br:13])[CH:8]=1.CC[O:17][CH2:18][CH3:19], predict the reaction product. The product is: [Br:13][C:9]1[CH:8]=[C:7]([C:18]([OH:17])([CH3:19])[CH3:1])[CH:12]=[CH:11][CH:10]=1. (6) Given the reactants [C:1]1([C:7]2[CH:12]=[C:11]([C:13]3[N:17]4[CH:18]=[CH:19][C:20]([C:22]5[CH2:23][CH2:24][NH:25][CH2:26][CH:27]=5)=[CH:21][C:16]4=[N:15][CH:14]=3)[CH:10]=[CH:9][N:8]=2)[CH:6]=[CH:5][CH:4]=[CH:3][CH:2]=1.[CH3:28][C:29]([CH3:31])=O.C(O)(=O)C.C(O[BH-](OC(=O)C)OC(=O)C)(=O)C.[Na+], predict the reaction product. The product is: [CH:29]([N:25]1[CH2:24][CH:23]=[C:22]([C:20]2[CH:19]=[CH:18][N:17]3[C:13]([C:11]4[CH:10]=[CH:9][N:8]=[C:7]([C:1]5[CH:6]=[CH:5][CH:4]=[CH:3][CH:2]=5)[CH:12]=4)=[CH:14][N:15]=[C:16]3[CH:21]=2)[CH2:27][CH2:26]1)([CH3:31])[CH3:28]. (7) Given the reactants I[C:2]1[C:6]2=[N:7][C:8]([C:11]([O:13][CH3:14])=[O:12])=[CH:9][CH:10]=[C:5]2[N:4]([S:15]([C:18]2[CH:23]=[CH:22][C:21]([CH3:24])=[CH:20][CH:19]=2)(=[O:17])=[O:16])[CH:3]=1.[CH3:25][O:26][C:27]1[CH:28]=[C:29](B2OC(C)(C)C(C)(C)O2)[CH:30]=[N:31][CH:32]=1.[O-]P([O-])([O-])=O.[K+].[K+].[K+].Cl, predict the reaction product. The product is: [CH3:25][O:26][C:27]1[CH:28]=[C:29]([C:2]2[C:6]3=[N:7][C:8]([C:11]([O:13][CH3:14])=[O:12])=[CH:9][CH:10]=[C:5]3[N:4]([S:15]([C:18]3[CH:23]=[CH:22][C:21]([CH3:24])=[CH:20][CH:19]=3)(=[O:17])=[O:16])[CH:3]=2)[CH:30]=[N:31][CH:32]=1. (8) Given the reactants [CH2:1]([N:3]1[C:12]2[C:7](=[CH:8][C:9]([F:23])=[C:10]([N:13]3[CH2:18][CH2:17][N:16]([CH2:19][C:20](=O)[CH3:21])[CH2:15][CH2:14]3)[CH:11]=2)[C:6](=[O:24])[C:5]([C:25]([OH:27])=[O:26])=[CH:4]1)[CH3:2].Cl.[NH2:29][OH:30].C(=O)(O)[O-].[Na+].C(Cl)Cl, predict the reaction product. The product is: [CH2:1]([N:3]1[C:12]2[C:7](=[CH:8][C:9]([F:23])=[C:10]([N:13]3[CH2:14][CH2:15][N:16]([CH2:19][C:20](=[N:29][OH:30])[CH3:21])[CH2:17][CH2:18]3)[CH:11]=2)[C:6](=[O:24])[C:5]([C:25]([OH:27])=[O:26])=[CH:4]1)[CH3:2]. (9) The product is: [F:1][C:2]1[CH:19]=[CH:18][C:5]([CH2:6][N:7]2[C:15]3[C:10](=[CH:11][C:12](/[CH:16]=[C:27]4/[C:28](=[O:44])[N:29]([C@H:30]5[C@H:35]([OH:36])[CH2:34][CH2:33][NH:32][CH2:31]5)[C:25](=[O:24])[S:26]/4)=[CH:13][CH:14]=3)[CH:9]=[N:8]2)=[C:4]([C:20]([F:21])([F:23])[F:22])[CH:3]=1. Given the reactants [F:1][C:2]1[CH:19]=[CH:18][C:5]([CH2:6][N:7]2[C:15]3[C:10](=[CH:11][C:12]([CH:16]=O)=[CH:13][CH:14]=3)[CH:9]=[N:8]2)=[C:4]([C:20]([F:23])([F:22])[F:21])[CH:3]=1.[O:24]=[C:25]1[N:29]([C@H:30]2[C@H:35]([OH:36])[CH2:34][CH2:33][N:32](C(OC(C)(C)C)=O)[CH2:31]2)[C:28](=[O:44])[CH2:27][S:26]1, predict the reaction product. (10) The product is: [C:1]([C:2]1[CH:4]=[CH:30][N:29]=[CH:28][CH:3]=1)(=[O:18])[CH3:68]. Given the reactants [CH3:1][C:2]([O-])([CH3:4])[CH3:3].[K+].CC([O-])(C)C.[K+].CS(C)=O.[Li+].[OH-:18].C1(S([C:28]2C(C(C3C=CC=CC=3Cl)=O)=CC=[CH:30][N:29]=2)(=O)=O)C=CC=CC=1.C(O)(=O)C.[Na+].[Cl-].C(O)(=O)C1C=CC=CC=1.C(O)(=O)C1C=CC=CC=1.Cl[C:68]1C=CC=CC=1C(C1C(C=C(O)C2C=CN=CC=2)=NC=CC=1)=O, predict the reaction product.